Dataset: Full USPTO retrosynthesis dataset with 1.9M reactions from patents (1976-2016). Task: Predict the reactants needed to synthesize the given product. (1) Given the product [CH2:1]([N:3]([CH2:37][CH3:38])[CH2:4][CH2:5][CH2:6][NH:7][C:8]1[N:9]=[C:10]([C:27]2[CH:28]=[C:29]([CH:33]=[CH:34][C:35]=2[CH3:36])[C:30]([NH:47][CH2:48][CH2:49][CH3:50])=[O:32])[C:11]2[CH:17]=[CH:16][C:15](=[O:18])[N:14]([C:19]3[C:24]([F:25])=[CH:23][CH:22]=[CH:21][C:20]=3[F:26])[C:12]=2[N:13]=1)[CH3:2], predict the reactants needed to synthesize it. The reactants are: [CH2:1]([N:3]([CH2:37][CH3:38])[CH2:4][CH2:5][CH2:6][NH:7][C:8]1[N:9]=[C:10]([C:27]2[CH:28]=[C:29]([CH:33]=[CH:34][C:35]=2[CH3:36])[C:30]([OH:32])=O)[C:11]2[CH:17]=[CH:16][C:15](=[O:18])[N:14]([C:19]3[C:24]([F:25])=[CH:23][CH:22]=[CH:21][C:20]=3[F:26])[C:12]=2[N:13]=1)[CH3:2].CN(C(O[N:47]1N=N[C:49]2[CH:50]=CC=C[C:48]1=2)=[N+](C)C)C.F[P-](F)(F)(F)(F)F.C(N)CC. (2) Given the product [S:11]1[C:7]2[CH:6]=[CH:5][C:4]([NH2:1])=[CH:12][C:8]=2[N:9]=[CH:10]1, predict the reactants needed to synthesize it. The reactants are: [N+:1]([C:4]1[CH:5]=[CH:6][C:7]2[S:11][CH:10]=[N:9][C:8]=2[CH:12]=1)([O-])=O.O.O.Cl[Sn]Cl.CCN(CC)CC. (3) The reactants are: [CH2:1]([N:8]1[CH2:12][CH:11]([C:13]2[CH:18]=[CH:17][CH:16]=[CH:15][CH:14]=2)[CH:10]([N+:19]([O-])=O)[CH2:9]1)[C:2]1[CH:7]=[CH:6][CH:5]=[CH:4][CH:3]=1.O.O.Cl[Sn]Cl.C([O-])(O)=O.[Na+]. Given the product [CH2:1]([N:8]1[CH2:12][CH:11]([C:13]2[CH:14]=[CH:15][CH:16]=[CH:17][CH:18]=2)[CH:10]([NH2:19])[CH2:9]1)[C:2]1[CH:3]=[CH:4][CH:5]=[CH:6][CH:7]=1, predict the reactants needed to synthesize it. (4) Given the product [NH:10]1[C:18]2[C:13](=[CH:14][CH:15]=[CH:16][CH:17]=2)[CH:12]=[C:11]1[CH2:19][NH:20][C:21]([C:23]1([CH2:29][NH2:30])[CH2:24][CH2:25][N:26]([C:32]2[C:33]3[CH:40]=[CH:39][NH:38][C:34]=3[N:35]=[CH:36][N:37]=2)[CH2:27][CH2:28]1)=[O:22], predict the reactants needed to synthesize it. The reactants are: C(N(C(C)C)C(C)C)C.[NH:10]1[C:18]2[C:13](=[CH:14][CH:15]=[CH:16][CH:17]=2)[CH:12]=[C:11]1[CH2:19][NH:20][C:21]([C:23]1([CH2:29][NH2:30])[CH2:28][CH2:27][NH:26][CH2:25][CH2:24]1)=[O:22].Cl[C:32]1[C:33]2[CH:40]=[CH:39][NH:38][C:34]=2[N:35]=[CH:36][N:37]=1. (5) Given the product [C:2]([C:4]1[CH:5]=[C:6]([C:10]2[N:20]=[CH:19][CH:18]=[CH:17][C:11]=2[C:12]([O:14][CH2:15][CH3:16])=[O:13])[CH:7]=[CH:8][C:9]=1[O:26][CH2:27][CH2:28][CH2:29][C:30]1[CH:35]=[C:34]([C:36]([CH3:39])([CH3:37])[CH3:38])[C:33]([O:40][CH2:41][O:42][CH3:43])=[C:32]([C:44]([CH3:47])([CH3:46])[CH3:45])[CH:31]=1)#[N:3], predict the reactants needed to synthesize it. The reactants are: Cl.[C:2]([C:4]1[C:5](O)=[C:6]([C:10]2[N:20]=[CH:19][CH:18]=[CH:17][C:11]=2[C:12]([O:14][CH2:15][CH3:16])=[O:13])[CH:7]=[CH:8][CH:9]=1)#[N:3].CS([O:26][CH2:27][CH2:28][CH2:29][C:30]1[CH:35]=[C:34]([C:36]([CH3:39])([CH3:38])[CH3:37])[C:33]([O:40][CH2:41][O:42][CH3:43])=[C:32]([C:44]([CH3:47])([CH3:46])[CH3:45])[CH:31]=1)(=O)=O.C(=O)([O-])[O-].[K+].[K+]. (6) Given the product [CH3:1][C:2]1[CH:3]=[C:4]([C:11]2[O:12][CH:13]=[CH:14][N:15]=2)[CH:5]=[CH:6][C:7]=1[NH2:8], predict the reactants needed to synthesize it. The reactants are: [CH3:1][C:2]1[CH:3]=[C:4]([C:11]2[O:12][CH:13]=[CH:14][N:15]=2)[CH:5]=[CH:6][C:7]=1[N+:8]([O-])=O.C([O-])=O.[NH4+]. (7) Given the product [Br:30][C:26]1[CH:25]=[C:24]([NH:23][C:5]2[C:4]3[C:9](=[CH:10][C:11]([O:12][CH2:13][CH2:14][CH2:15][CH:16]4[CH2:21][CH2:20][N:19]([CH3:22])[CH2:18][CH2:17]4)=[C:2]([NH:1][C:38]([CH:39]=[CH2:40])=[O:41])[CH:3]=3)[N:8]=[CH:7][N:6]=2)[CH:29]=[CH:28][CH:27]=1, predict the reactants needed to synthesize it. The reactants are: [NH2:1][C:2]1[CH:3]=[C:4]2[C:9](=[CH:10][C:11]=1[O:12][CH2:13][CH2:14][CH2:15][CH:16]1[CH2:21][CH2:20][N:19]([CH3:22])[CH2:18][CH2:17]1)[N:8]=[CH:7][N:6]=[C:5]2[NH:23][C:24]1[CH:29]=[CH:28][CH:27]=[C:26]([Br:30])[CH:25]=1.C(N(CC)CC)C.[C:38](Cl)(=[O:41])[CH:39]=[CH2:40].